From a dataset of Forward reaction prediction with 1.9M reactions from USPTO patents (1976-2016). Predict the product of the given reaction. (1) Given the reactants [H-].[Na+].[Br:3][C:4]1[CH:5]=[C:6]([N+:12]([O-:14])=[O:13])[C:7]([CH3:11])=[C:8]([OH:10])[CH:9]=1.[CH2:15](Br)[C:16]1[CH:21]=[CH:20][CH:19]=[CH:18][CH:17]=1, predict the reaction product. The product is: [CH2:15]([O:10][C:8]1[CH:9]=[C:4]([Br:3])[CH:5]=[C:6]([N+:12]([O-:14])=[O:13])[C:7]=1[CH3:11])[C:16]1[CH:21]=[CH:20][CH:19]=[CH:18][CH:17]=1. (2) Given the reactants C(Cl)(=O)C(Cl)=O.CS(C)=O.[OH:11][CH:12]([C:14]1([C:20]([N:22]2[CH2:27][C:26]3[CH:28]=[C:29]([C:32]([F:35])([F:34])[F:33])[CH:30]=[CH:31][C:25]=3[O:24][CH2:23]2)=[O:21])[CH2:18][CH2:17][CH:16]([OH:19])[CH2:15]1)[CH3:13].C(N(CC)CC)C.Cl, predict the reaction product. The product is: [C:12]([C:14]1([C:20]([N:22]2[CH2:27][C:26]3[CH:28]=[C:29]([C:32]([F:34])([F:35])[F:33])[CH:30]=[CH:31][C:25]=3[O:24][CH2:23]2)=[O:21])[CH2:18][CH2:17][C:16](=[O:19])[CH2:15]1)(=[O:11])[CH3:13]. (3) Given the reactants Br[CH2:2][C:3]#[N:4].C(N(C(C)C)C(C)C)C.[CH3:14][S:15][C:16](=[O:29])[CH2:17][C@H:18]([NH:22][C:23](=[O:28])[CH2:24][CH2:25][CH:26]=[CH2:27])[C:19]([OH:21])=[O:20].[Cl-].[NH4+], predict the reaction product. The product is: [CH3:14][S:15][C:16](=[O:29])[CH2:17][C@H:18]([NH:22][C:23](=[O:28])[CH2:24][CH2:25][CH:26]=[CH2:27])[C:19]([O:21][CH2:2][C:3]#[N:4])=[O:20]. (4) Given the reactants C[O:2][C:3]1[CH:8]=[CH:7][C:6]([C:9]2[CH:10]=[CH:11][CH:12]=[C:13]3[C:17]=2[N:16]([CH2:18][CH2:19][CH3:20])[N:15]=[C:14]3[C:21]2[CH:26]=[CH:25][C:24]([O:27]C)=[CH:23][CH:22]=2)=[CH:5][CH:4]=1.B(Br)(Br)Br.C1CCCCC=1, predict the reaction product. The product is: [OH:27][C:24]1[CH:23]=[CH:22][C:21]([C:14]2[C:13]3[C:17](=[C:9]([C:6]4[CH:7]=[CH:8][C:3]([OH:2])=[CH:4][CH:5]=4)[CH:10]=[CH:11][CH:12]=3)[N:16]([CH2:18][CH2:19][CH3:20])[N:15]=2)=[CH:26][CH:25]=1. (5) Given the reactants Cl[C:2]1[N:7]=[C:6]([NH:8][C:9]2[CH:14]=[CH:13][CH:12]=[CH:11][C:10]=2[S:15]([N:18]([CH3:20])[CH3:19])(=[O:17])=[O:16])[C:5]([Cl:21])=[CH:4][N:3]=1.[NH2:22][C:23]1[C:37]([O:38][CH3:39])=[CH:36][C:26]2[CH2:27][CH2:28][N:29]([CH2:32][CH:33]([OH:35])[CH3:34])[CH2:30][CH2:31][C:25]=2[CH:24]=1, predict the reaction product. The product is: [Cl:21][C:5]1[C:6]([NH:8][C:9]2[CH:14]=[CH:13][CH:12]=[CH:11][C:10]=2[S:15]([N:18]([CH3:20])[CH3:19])(=[O:17])=[O:16])=[N:7][C:2]([NH:22][C:23]2[C:37]([O:38][CH3:39])=[CH:36][C:26]3[CH2:27][CH2:28][N:29]([CH2:32][CH:33]([OH:35])[CH3:34])[CH2:30][CH2:31][C:25]=3[CH:24]=2)=[N:3][CH:4]=1. (6) Given the reactants [CH2:1]([N:8]1[CH2:32][C@:31]2([C:33](O)=[O:34])[C@@H:10]([CH2:11][C@H:12]3[CH:25]4[C@@:16]([F:29])([C@:17]5([CH3:28])[C:22]([C@@H:23]([F:26])[CH2:24]4)=[CH:21][C:20](=[O:27])[CH:19]=[CH:18]5)[C@@H:15]([OH:30])[CH2:14][C@@:13]32[CH3:36])[CH2:9]1)[C:2]1[CH:7]=[CH:6][CH:5]=[CH:4][CH:3]=1.CN(C(ON1N=NC2C=CC=NC1=2)=[N+](C)C)C.F[P-](F)(F)(F)(F)F.CN1CCOCC1.[C:68](O)(=[S:70])C.C([O-])(=S)C.[K+].C([O-])(O)=O.[Na+].BrC[Cl:84], predict the reaction product. The product is: [Cl:84][CH2:68][S:70][C:33]([C@:31]12[C@@:13]3([CH3:36])[CH2:14][C@H:15]([OH:30])[C@@:16]4([F:29])[CH:25]([C@@H:12]3[CH2:11][C@H:10]1[CH2:9][N:8]([CH2:1][C:2]1[CH:7]=[CH:6][CH:5]=[CH:4][CH:3]=1)[CH2:32]2)[CH2:24][C@H:23]([F:26])[C:22]1[C@:17]4([CH3:28])[CH:18]=[CH:19][C:20](=[O:27])[CH:21]=1)=[O:34].